Dataset: Forward reaction prediction with 1.9M reactions from USPTO patents (1976-2016). Task: Predict the product of the given reaction. (1) The product is: [CH2:1]([NH:8][CH2:9][C:11]1([CH3:25])[C:24]2[CH:23]=[CH:22][CH:21]=[CH:20][C:19]=2[O:18][C:17]2[C:12]1=[CH:13][CH:14]=[CH:15][CH:16]=2)[C:2]1[CH:3]=[CH:4][CH:5]=[CH:6][CH:7]=1. Given the reactants [CH2:1]([NH:8][C:9]([C:11]1([CH3:25])[C:24]2[CH:23]=[CH:22][CH:21]=[CH:20][C:19]=2[O:18][C:17]2[C:12]1=[CH:13][CH:14]=[CH:15][CH:16]=2)=O)[C:2]1[CH:7]=[CH:6][CH:5]=[CH:4][CH:3]=1, predict the reaction product. (2) Given the reactants C[O:2][C:3]([C:5]1[C:6](=[O:25])[NH:7][C:8]2[C:13]([CH:14]=1)=[CH:12][C:11]([O:15][CH2:16][C:17]1[CH:22]=[CH:21][CH:20]=[CH:19][CH:18]=1)=[C:10]([O:23][CH3:24])[CH:9]=2)=[O:4].[OH-].[Li+].CO.ClCCl, predict the reaction product. The product is: [CH2:16]([O:15][C:11]1[CH:12]=[C:13]2[C:8](=[CH:9][C:10]=1[O:23][CH3:24])[NH:7][C:6](=[O:25])[C:5]([C:3]([OH:4])=[O:2])=[CH:14]2)[C:17]1[CH:22]=[CH:21][CH:20]=[CH:19][CH:18]=1. (3) The product is: [CH3:44][S:45]([O:31][CH2:30][C:4]1[C:3]([CH2:1][CH3:2])=[N:8][C:7]([CH2:9][C:10]([CH3:11])([CH3:12])[CH3:13])=[C:6]([CH2:14][NH:15][C:16]([O:17][C:18]([CH3:21])([CH3:20])[CH3:19])=[O:22])[C:5]=1[C:23]1[CH:24]=[CH:25][C:26]([CH3:29])=[CH:27][CH:28]=1)(=[O:47])=[O:46]. Given the reactants [CH2:1]([C:3]1[N:8]=[C:7]([CH2:9][C:10]([CH3:13])([CH3:12])[CH3:11])[C:6]([CH2:14][NH:15][C:16](=[O:22])[O:17][C:18]([CH3:21])([CH3:20])[CH3:19])=[C:5]([C:23]2[CH:28]=[CH:27][C:26]([CH3:29])=[CH:25][CH:24]=2)[C:4]=1[CH2:30][OH:31])[CH3:2].C(N(CC)CC)C.O1CCCC1.[CH3:44][S:45](Cl)(=[O:47])=[O:46], predict the reaction product. (4) Given the reactants [F:1][C:2]1[CH:7]=[CH:6][CH:5]=[C:4](I)[C:3]=1[C:9]1[C:13]([C:14]([O:16][CH2:17][CH3:18])=[O:15])=[C:12]([CH3:19])[O:11][N:10]=1.[CH2:20]([N:22](CC)CC)C.C[Si](C#N)(C)C, predict the reaction product. The product is: [CH2:17]([O:16][C:14]([C:13]1[C:9]([C:3]2[C:2]([F:1])=[CH:7][CH:6]=[CH:5][C:4]=2[C:20]#[N:22])=[N:10][O:11][C:12]=1[CH3:19])=[O:15])[CH3:18]. (5) Given the reactants [C:1]1([C:7]2[CH:14]=[CH:13][C:10]([CH:11]=O)=[CH:9][CH:8]=2)[CH:6]=[CH:5][CH:4]=[CH:3][CH:2]=1.[N:15]1[CH:20]=[CH:19][C:18]([CH3:21])=[CH:17][C:16]=1[CH3:22], predict the reaction product. The product is: [CH3:21][C:18]1[CH:19]=[CH:20][N:15]=[C:16](/[CH:22]=[CH:11]/[C:10]2[CH:13]=[CH:14][C:7]([C:1]3[CH:6]=[CH:5][CH:4]=[CH:3][CH:2]=3)=[CH:8][CH:9]=2)[CH:17]=1. (6) Given the reactants [CH3:1][N:2]([CH3:24])/[CH:3]=[CH:4]/[C:5]([C:7]1[CH:8]=[C:9]([C:14]2[CH:19]=[CH:18][CH:17]=[CH:16][C:15]=2[C:20]([F:23])([F:22])[F:21])[CH:10]=[CH:11][C:12]=1[OH:13])=[O:6].[Cl:25][C:26]1[C:27](F)=[CH:28][C:29]([F:52])=[C:30]([S:32]([N:35]([CH2:41][C:42]2[CH:47]=[CH:46][C:45]([O:48][CH3:49])=[CH:44][C:43]=2[O:50][CH3:51])[C:36]2[S:37][CH:38]=[N:39][N:40]=2)(=[O:34])=[O:33])[CH:31]=1.C(=O)([O-])[O-].[K+].[K+].[Cl-].[NH4+], predict the reaction product. The product is: [Cl:25][C:26]1[C:27]([O:13][C:12]2[CH:11]=[CH:10][C:9]([C:14]3[CH:19]=[CH:18][CH:17]=[CH:16][C:15]=3[C:20]([F:22])([F:21])[F:23])=[CH:8][C:7]=2[C:5](=[O:6])/[CH:4]=[CH:3]/[N:2]([CH3:1])[CH3:24])=[CH:28][C:29]([F:52])=[C:30]([S:32]([N:35]([CH2:41][C:42]2[CH:47]=[CH:46][C:45]([O:48][CH3:49])=[CH:44][C:43]=2[O:50][CH3:51])[C:36]2[S:37][CH:38]=[N:39][N:40]=2)(=[O:33])=[O:34])[CH:31]=1.